Predict the reactants needed to synthesize the given product. From a dataset of Full USPTO retrosynthesis dataset with 1.9M reactions from patents (1976-2016). (1) Given the product [C:14]([C:13]1[CH:18]=[CH:19][C:10]([N:20]2[CH2:25][CH2:24][O:23][CH2:22][CH2:21]2)=[CH:11][CH:12]=1)([O:16][CH3:17])=[O:15], predict the reactants needed to synthesize it. The reactants are: [O-]P([O-])([O-])=O.[K+].[K+].[K+].Br[C:10]1[CH:19]=[CH:18][C:13]([C:14]([O:16][CH3:17])=[O:15])=[CH:12][CH:11]=1.[NH:20]1[CH2:25][CH2:24][O:23][CH2:22][CH2:21]1. (2) The reactants are: [NH2:1][C:2]1[CH:3]=[C:4]([CH:28]=[C:29]([C:31]([F:34])([F:33])[F:32])[CH:30]=1)[C:5]([NH:7][CH2:8][C:9](=[O:27])[NH:10][CH:11]1[CH2:14][N:13]([CH:15]2[CH2:20][CH2:19][CH:18]([C:21]3[CH:26]=[CH:25][CH:24]=[CH:23][CH:22]=3)[CH2:17][CH2:16]2)[CH2:12]1)=[O:6].[C:35]([N:39]=[C:40]=[O:41])([CH3:38])([CH3:37])[CH3:36]. Given the product [C:35]([NH:39][C:40](=[O:41])[NH:1][C:2]1[CH:3]=[C:4]([CH:28]=[C:29]([C:31]([F:34])([F:32])[F:33])[CH:30]=1)[C:5]([NH:7][CH2:8][C:9](=[O:27])[NH:10][CH:11]1[CH2:14][N:13]([CH:15]2[CH2:20][CH2:19][CH:18]([C:21]3[CH:22]=[CH:23][CH:24]=[CH:25][CH:26]=3)[CH2:17][CH2:16]2)[CH2:12]1)=[O:6])([CH3:38])([CH3:37])[CH3:36], predict the reactants needed to synthesize it. (3) Given the product [C:24]([C:27]1[O:16][N:15]=[C:13]([C:4]2[CH:3]=[C:2]([Cl:1])[C:7]([C:8]3([F:12])[CH2:9][O:10][CH2:11]3)=[CH:6][N:5]=2)[N:14]=1)([CH3:26])([CH3:25])[CH3:23], predict the reactants needed to synthesize it. The reactants are: [Cl:1][C:2]1[C:7]([C:8]2([F:12])[CH2:11][O:10][CH2:9]2)=[CH:6][N:5]=[C:4]([C:13](=[N:15][OH:16])[NH2:14])[CH:3]=1.C([O-])([O-])=O.[K+].[K+].[C:23](Cl)(=O)[C:24]([CH3:27])([CH3:26])[CH3:25]. (4) Given the product [CH2:24]([C:22]1[O:9][C:3]2=[N:4][C:5](=[O:8])[NH:6][CH:7]=[C:2]2[CH:23]=1)[CH2:10][CH2:11][CH2:12][CH2:13][CH2:14][CH3:15], predict the reactants needed to synthesize it. The reactants are: I[C:2]1[C:3](=[O:9])[NH:4][C:5](=[O:8])[NH:6][CH:7]=1.[CH:10]#[C:11][CH2:12][CH2:13][CH2:14][CH3:15].C(N([CH:22]([CH3:24])[CH3:23])CC)(C)C.C(Cl)(Cl)Cl.CO. (5) The reactants are: [Si](O[Si](C)(C)C)(C)(C)C.[CH3:10][C@:11]12[CH2:37][CH2:36][C:35]([CH3:39])([CH3:38])[CH2:34][C@H:33]1[C:15]1=[CH:16][CH2:17][C@@H:18]3[C@@:23]4([CH3:31])[CH2:24][CH2:25][C@H:26]([OH:30])[C:27]([CH3:29])([CH3:28])[C@@H:22]4[CH2:21][CH2:20][C@@:19]3([CH3:32])[C@:14]1([CH3:40])[CH2:13][CH2:12]2. Given the product [CH3:10][C@:11]12[CH2:37][CH2:36][C:35]([CH3:39])([CH3:38])[CH2:34][C@H:33]1[C:15]1=[CH:16][CH2:17][C@@H:18]3[C@@:23]4([CH3:31])[CH2:24][CH2:25][C@H:26]([OH:30])[C:27]([CH3:28])([CH3:29])[C@@H:22]4[CH2:21][CH2:20][C@@:19]3([CH3:32])[C@:14]1([CH3:40])[CH2:13][CH2:12]2.[O-:30][CH2:26][C:27](=[CH:22][CH2:21][CH2:20]/[C:19](=[CH:18]/[CH2:17][CH2:28]/[C:27](=[CH:22]/[CH2:21][CH2:20]/[CH:19]=[C:14](/[CH2:13][CH2:12]/[CH:11]=[C:37](/[CH2:13][CH2:12][CH:11]=[C:33]([CH3:15])[CH3:34])\[CH3:36])\[CH3:40])/[CH3:29])/[CH3:14])[CH3:28], predict the reactants needed to synthesize it.